From a dataset of Forward reaction prediction with 1.9M reactions from USPTO patents (1976-2016). Predict the product of the given reaction. (1) Given the reactants [F:1][C:2]1[CH:7]=[CH:6][C:5]([N:8]2[C:12]([C:13]([O:15][CH2:16][CH3:17])=[O:14])=[CH:11][N:10]=[C:9]2[S:18][CH2:19][C:20]2[C:25]([F:26])=[CH:24][CH:23]=[C:22]([F:27])[C:21]=2[F:28])=[CH:4][CH:3]=1.F[C:30]1C=CC(N2C(C(OCC)=O)=C(C)N=C2S)=CC=1.FC1C(F)=CC=C(F)C=1CBr.C(=O)([O-])[O-].[K+].[K+], predict the reaction product. The product is: [F:1][C:2]1[CH:7]=[CH:6][C:5]([N:8]2[C:12]([C:13]([O:15][CH2:16][CH3:17])=[O:14])=[C:11]([CH3:30])[N:10]=[C:9]2[S:18][CH2:19][C:20]2[C:25]([F:26])=[CH:24][CH:23]=[C:22]([F:27])[C:21]=2[F:28])=[CH:4][CH:3]=1. (2) Given the reactants [CH2:1]([Li])[CH2:2][CH2:3][CH3:4].[O:6]=[C:7]1[C:12]([CH2:13][C:14]2[CH:19]=[CH:18][C:17]([C:20]3[C:21]([C:26]#[N:27])=[CH:22][CH:23]=[CH:24][CH:25]=3)=[CH:16][CH:15]=2)=[C:11]([CH2:28][CH2:29][CH3:30])[N:10]2[N:31]=[CH:32][N:33]=[C:9]2[N:8]1[CH:34]1CCC(=O)[CH2:36][CH2:35]1, predict the reaction product. The product is: [CH2:4]=[C:3]1[CH2:36][CH2:35][CH:34]([N:8]2[C:7](=[O:6])[C:12]([CH2:13][C:14]3[CH:15]=[CH:16][C:17]([C:20]4[C:21]([C:26]#[N:27])=[CH:22][CH:23]=[CH:24][CH:25]=4)=[CH:18][CH:19]=3)=[C:11]([CH2:28][CH2:29][CH3:30])[N:10]3[N:31]=[CH:32][N:33]=[C:9]23)[CH2:1][CH2:2]1. (3) Given the reactants [F:1][C:2]([C:27]([F:30])([F:29])[F:28])([C:23]([F:26])([F:25])[F:24])[CH2:3][CH:4]([CH2:12][C:13]([F:22])([C:18]([F:21])([F:20])[F:19])[C:14]([F:17])([F:16])[F:15])[CH2:5][CH2:6][CH2:7][S:8](Cl)(=[O:10])=[O:9].[CH2:31]([CH2:33][NH2:34])[OH:32], predict the reaction product. The product is: [OH:32][CH2:31][CH2:33][NH:34][S:8]([CH2:7][CH2:6][CH2:5][CH:4]([CH2:12][C:13]([F:22])([C:18]([F:21])([F:20])[F:19])[C:14]([F:17])([F:16])[F:15])[CH2:3][C:2]([F:1])([C:27]([F:30])([F:29])[F:28])[C:23]([F:26])([F:25])[F:24])(=[O:10])=[O:9]. (4) Given the reactants C([O-])(=O)CC(CC([O-])=O)(C([O-])=O)O.C([N:21]1[CH2:26][CH2:25][C:24]([C:47]2[CH:52]=[CH:51][C:50]([Cl:53])=[C:49]([Cl:54])[CH:48]=2)([CH2:27][NH:28][C:29]([C:31]2[C:40]3[C:35](=[CH:36][CH:37]=[CH:38][CH:39]=3)[C:34]([O:41][CH3:42])=[C:33]([C:43]#[N:44])[C:32]=2[O:45][CH3:46])=[O:30])[CH2:23][CH2:22]1)(OC(C)(C)C)=O.C(O)(C(F)(F)F)=O, predict the reaction product. The product is: [Cl:54][C:49]1[CH:48]=[C:47]([C:24]2([CH2:27][NH:28][C:29]([C:31]3[C:40]4[C:35](=[CH:36][CH:37]=[CH:38][CH:39]=4)[C:34]([O:41][CH3:42])=[C:33]([C:43]#[N:44])[C:32]=3[O:45][CH3:46])=[O:30])[CH2:23][CH2:22][NH:21][CH2:26][CH2:25]2)[CH:52]=[CH:51][C:50]=1[Cl:53]. (5) Given the reactants [Cl:1][C:2]1[C:7]([C:8](OC)=[O:9])=[CH:6][N:5]=[C:4]([Cl:12])[CH:3]=1.[BH4-].[Na+].CO.[NH4+].[Cl-], predict the reaction product. The product is: [Cl:1][C:2]1[CH:3]=[C:4]([Cl:12])[N:5]=[CH:6][C:7]=1[CH2:8][OH:9]. (6) Given the reactants OC1C=C(CCC(OC)=O)C=CC=1.[CH2:14]([O:18][C:19]1[CH:24]=[C:23]([CH2:25][O:26][C:27]2[CH:28]=[C:29]([C@@H:33](C(F)(F)F)[CH2:34][C:35]([OH:37])=[O:36])[CH:30]=[CH:31][CH:32]=2)[CH:22]=[CH:21][C:20]=1[C:42]1[CH:47]=[C:46]([O:48][CH3:49])[CH:45]=[CH:44][C:43]=1[F:50])[CH2:15][CH2:16][CH3:17], predict the reaction product. The product is: [CH2:14]([O:18][C:19]1[CH:24]=[C:23]([CH2:25][O:26][C:27]2[CH:28]=[C:29]([CH2:33][CH2:34][C:35]([OH:37])=[O:36])[CH:30]=[CH:31][CH:32]=2)[CH:22]=[CH:21][C:20]=1[C:42]1[CH:47]=[C:46]([O:48][CH3:49])[CH:45]=[CH:44][C:43]=1[F:50])[CH2:15][CH2:16][CH3:17]. (7) Given the reactants [N+:1]([C:4]1[CH:17]=[CH:16][CH:15]=[C:14]([C:18]([F:21])([F:20])[F:19])[C:5]=1[CH2:6]C(N)C(OCC)=O)([O-])=O.[Cl:22][C:23]1[CH:31]=[CH:30][C:26]([C:27](Cl)=[O:28])=[CH:25][CH:24]=1.[CH2:32]([N:34](CC)CC)[CH3:33].[H][H].[N:41]1([C:46]([C:48]2[CH:55]=[CH:54][C:51]([CH:52]=O)=[CH:50][CH:49]=2)=[O:47])[CH2:45][CH:44]=[CH:43][CH2:42]1.C(O)(=[O:58])C.C(O[BH-](OC(=O)C)OC(=O)C)(=O)C.[Na+], predict the reaction product. The product is: [Cl:22][C:23]1[CH:31]=[CH:30][C:26]([C:27]([N:34]2[CH2:6][C:5]3[C:14]([C:18]([F:19])([F:20])[F:21])=[CH:15][CH:16]=[CH:17][C:4]=3[N:1]([CH2:52][C:51]3[CH:54]=[CH:55][C:48]([C:46]([N:41]4[CH2:45][CH:44]=[CH:43][CH2:42]4)=[O:47])=[CH:49][CH:50]=3)[C:33](=[O:58])[CH2:32]2)=[O:28])=[CH:25][CH:24]=1. (8) Given the reactants C(=O)([O-])[O-].[K+].[K+].Cl[C:8]([O:10][CH2:11][C:12]1[CH:17]=[CH:16][CH:15]=[CH:14][CH:13]=1)=[O:9].[NH2:18][CH:19]([CH2:22][C:23]([F:26])([F:25])[F:24])[CH2:20][OH:21], predict the reaction product. The product is: [F:24][C:23]([F:26])([F:25])[CH2:22][CH:19]([NH:18][C:8](=[O:9])[O:10][CH2:11][C:12]1[CH:17]=[CH:16][CH:15]=[CH:14][CH:13]=1)[CH2:20][OH:21]. (9) Given the reactants [CH2:1]1[CH:6]([NH2:7])[CH2:5][CH2:4][CH:3]([NH2:8])[CH2:2]1.C1(S([N:18]2[C:22]3=[N:23][CH:24]=[CH:25][CH:26]=[C:21]3[C:20]([C:27]3[CH:32]=[CH:31][N:30]=[C:29](Cl)[N:28]=3)=[CH:19]2)(=O)=O)C=CC=CC=1, predict the reaction product. The product is: [NH:18]1[C:22]2=[N:23][CH:24]=[CH:25][CH:26]=[C:21]2[C:20]([C:27]2[CH:32]=[CH:31][N:30]=[C:29]([NH:7][C@H:6]3[CH2:5][CH2:4][C@H:3]([NH2:8])[CH2:2][CH2:1]3)[N:28]=2)=[CH:19]1. (10) Given the reactants I[C:2]1[CH:7]=[CH:6][C:5]([N:8]2[CH2:12][CH2:11][N:10]([C:13]3[CH:14]=[C:15]([CH:19]=[CH:20][CH:21]=3)[C:16]([OH:18])=[O:17])[C:9]2=[O:22])=[CH:4][CH:3]=1.[NH:23]1[CH2:27][CH2:26][CH2:25][C:24]1=[O:28].[C:29]([O-])([O-])=O.[Cs+].[Cs+].O1CCOCC1, predict the reaction product. The product is: [CH3:29][O:18][C:16](=[O:17])[C:15]1[CH:19]=[CH:20][CH:21]=[C:13]([N:10]2[CH2:11][CH2:12][N:8]([C:5]3[CH:6]=[CH:7][C:2]([N:23]4[CH2:27][CH2:26][CH2:25][C:24]4=[O:28])=[CH:3][CH:4]=3)[C:9]2=[O:22])[CH:14]=1.